Dataset: TCR-epitope binding with 47,182 pairs between 192 epitopes and 23,139 TCRs. Task: Binary Classification. Given a T-cell receptor sequence (or CDR3 region) and an epitope sequence, predict whether binding occurs between them. (1) The epitope is HTTDPSFLGRY. The TCR CDR3 sequence is CASSEGWSSGGYTF. Result: 1 (the TCR binds to the epitope). (2) The epitope is IVTDFSVIK. The TCR CDR3 sequence is CATSDRTSGRAKETQYF. Result: 1 (the TCR binds to the epitope). (3) The epitope is GILGFVFTL. The TCR CDR3 sequence is CASSLFSIGEQFF. Result: 1 (the TCR binds to the epitope). (4) The epitope is KPLEFGATSAAL. The TCR CDR3 sequence is CATSERGQGLSGELFF. Result: 1 (the TCR binds to the epitope). (5) The epitope is FLRGRAYGL. The TCR CDR3 sequence is CATSQGASTFYNSPLHF. Result: 1 (the TCR binds to the epitope). (6) The epitope is LLSAGIFGA. The TCR CDR3 sequence is CASSGGGTDTQYF. Result: 0 (the TCR does not bind to the epitope). (7) The TCR CDR3 sequence is CASSPGLPYEQYF. The epitope is SEETGTLIV. Result: 1 (the TCR binds to the epitope).